This data is from Forward reaction prediction with 1.9M reactions from USPTO patents (1976-2016). The task is: Predict the product of the given reaction. (1) Given the reactants Br[C:2]1(Br)[C:6]2[N:7]=[C:8]([Cl:17])[N:9]=[C:10]([N:11]3[CH2:16][CH2:15][O:14][CH2:13][CH2:12]3)[C:5]=2[N:4]([CH3:18])[C:3]1=[O:19].[Cl-].[NH4+], predict the reaction product. The product is: [Cl:17][C:8]1[N:9]=[C:10]([N:11]2[CH2:12][CH2:13][O:14][CH2:15][CH2:16]2)[C:5]2[N:4]([CH3:18])[C:3](=[O:19])[CH2:2][C:6]=2[N:7]=1. (2) Given the reactants Br[C:2]1[C:11]2[C:6](=[CH:7][CH:8]=[CH:9][CH:10]=2)[CH:5]=[N:4][CH:3]=1.[C:12]([C:14]1[CH:19]=[CH:18][C:17]([O:20][CH3:21])=[CH:16][CH:15]=1)#[CH:13], predict the reaction product. The product is: [CH3:21][O:20][C:17]1[CH:18]=[CH:19][C:14]([C:12]#[C:13][C:2]2[C:11]3[C:6](=[CH:7][CH:8]=[CH:9][CH:10]=3)[CH:5]=[N:4][CH:3]=2)=[CH:15][CH:16]=1. (3) Given the reactants I.[OH:2][CH:3]1[C@@H:7]([NH:8][C:9](=[O:32])[C@H:10]([CH2:28][CH:29]([CH3:31])[CH3:30])[NH:11][C:12](=[NH:27])[C:13]2[CH:26]=[CH:25][C:24]3[S:23][C:22]4[C:17](=[CH:18][CH:19]=[CH:20][CH:21]=4)[NH:16][C:15]=3[CH:14]=2)[CH2:6][CH2:5][O:4]1.[Cl-:33], predict the reaction product. The product is: [ClH:33].[OH:2][CH:3]1[C@@H:7]([NH:8][C:9](=[O:32])[C@H:10]([CH2:28][CH:29]([CH3:30])[CH3:31])[NH:11][C:12](=[NH:27])[C:13]2[CH:26]=[CH:25][C:24]3[S:23][C:22]4[C:17](=[CH:18][CH:19]=[CH:20][CH:21]=4)[NH:16][C:15]=3[CH:14]=2)[CH2:6][CH2:5][O:4]1. (4) Given the reactants [N:1]12[CH2:8][CH2:7][CH:4]([CH2:5][CH2:6]1)[CH:3]([O:9][C:10]1[CH:15]=[CH:14][C:13]([C:16]3[C:24]4[C:19](=[CH:20][CH:21]=[CH:22][CH:23]=4)[NH:18][CH:17]=3)=[CH:12][CH:11]=1)[CH2:2]2.[C:25]([OH:32])(=[O:31])/[CH:26]=[CH:27]/[C:28]([OH:30])=[O:29], predict the reaction product. The product is: [C:25]([OH:32])(=[O:31])/[CH:26]=[CH:27]/[C:28]([OH:30])=[O:29].[N:1]12[CH2:6][CH2:5][CH:4]([CH2:7][CH2:8]1)[CH:3]([O:9][C:10]1[CH:15]=[CH:14][C:13]([C:16]3[C:24]4[C:19](=[CH:20][CH:21]=[CH:22][CH:23]=4)[NH:18][CH:17]=3)=[CH:12][CH:11]=1)[CH2:2]2.[N:1]12[CH2:6][CH2:5][CH:4]([CH2:7][CH2:8]1)[CH:3]([O:9][C:10]1[CH:15]=[CH:14][C:13]([C:16]3[C:24]4[C:19](=[CH:20][CH:21]=[CH:22][CH:23]=4)[NH:18][CH:17]=3)=[CH:12][CH:11]=1)[CH2:2]2.